Dataset: Full USPTO retrosynthesis dataset with 1.9M reactions from patents (1976-2016). Task: Predict the reactants needed to synthesize the given product. Given the product [Cl:1][C:2]1[CH:3]=[C:4]([C@@H:12]([CH2:25][CH:26]2[CH2:27][CH2:28][CH2:29][CH2:30]2)[C:13]([NH:15][C:16]2[CH:20]=[CH:19][N:18]([CH2:21][C:22](=[O:23])[N:37]([CH3:42])[CH3:38])[N:17]=2)=[O:14])[CH:5]=[CH:6][C:7]=1[S:8]([CH3:11])(=[O:9])=[O:10], predict the reactants needed to synthesize it. The reactants are: [Cl:1][C:2]1[CH:3]=[C:4]([C@@H:12]([CH2:25][CH:26]2[CH2:30][CH2:29][CH2:28][CH2:27]2)[C:13]([NH:15][C:16]2[CH:20]=[CH:19][N:18]([CH2:21][C:22](O)=[O:23])[N:17]=2)=[O:14])[CH:5]=[CH:6][C:7]=1[S:8]([CH3:11])(=[O:10])=[O:9].C(Cl)(=O)C(Cl)=O.[N:37]1[C:42](C)=CC=C[C:38]=1C.Cl.CNC.